This data is from Full USPTO retrosynthesis dataset with 1.9M reactions from patents (1976-2016). The task is: Predict the reactants needed to synthesize the given product. Given the product [F:37][C:38]1[CH:43]=[N:42][C:41]([O:44][CH:45]2[CH2:48][N:47]([C:49]3[N:57]=[CH:56][C:55]([C:58]([F:61])([F:60])[F:59])=[CH:54][C:50]=3[C:51]([NH:9][C:10]3([C:13]4[CH:22]=[CH:21][C:16]([C:17]([O:19][CH3:20])=[O:18])=[CH:15][CH:14]=4)[CH2:12][CH2:11]3)=[O:53])[CH2:46]2)=[N:40][CH:39]=1, predict the reactants needed to synthesize it. The reactants are: ClC1C=NC(N2CC(NC3C=CC(F)=CC=3F)C2)=C(C=1)C([NH:9][C:10]1([C:13]2[CH:22]=[CH:21][C:16]([C:17]([O:19][CH3:20])=[O:18])=[CH:15][CH:14]=2)[CH2:12][CH2:11]1)=O.[F:37][C:38]1[CH:39]=[N:40][C:41]([O:44][CH:45]2[CH2:48][N:47]([C:49]3[N:57]=[CH:56][C:55]([C:58]([F:61])([F:60])[F:59])=[CH:54][C:50]=3[C:51]([OH:53])=O)[CH2:46]2)=[N:42][CH:43]=1.Cl.NC1(C2C=CC(C(OC)=O)=CC=2)CC1.